Dataset: Retrosynthesis with 50K atom-mapped reactions and 10 reaction types from USPTO. Task: Predict the reactants needed to synthesize the given product. (1) Given the product Cn1cc(NC(=O)c2cc([N+](=O)[O-])cn2C)cc1C(=O)O, predict the reactants needed to synthesize it. The reactants are: COC(=O)c1cc(NC(=O)c2cc([N+](=O)[O-])cn2C)cn1C. (2) Given the product CN(C)C1(c2ccccc2)CCC(=CC(=O)N2CCCC(c3c[nH]c4ccccc34)C2)CC1, predict the reactants needed to synthesize it. The reactants are: CN(C)C1(c2ccccc2)CCC(=CC(=O)O)CC1.c1ccc2c(C3CCCNC3)c[nH]c2c1.